The task is: Regression/Classification. Given a drug SMILES string, predict its absorption, distribution, metabolism, or excretion properties. Task type varies by dataset: regression for continuous measurements (e.g., permeability, clearance, half-life) or binary classification for categorical outcomes (e.g., BBB penetration, CYP inhibition). Dataset: b3db_classification.. This data is from Blood-brain barrier permeability classification from the B3DB database. (1) The compound is OC(c1ccccc1)(c1ccccc1)C1CCCCN1. The result is 1 (penetrates BBB). (2) The drug is CC1=C[C@@H](O)CC(=O)Cc2nc(co2)C(=O)N2CCC=C2C(=O)O[C@H](C(C)C)[C@H](C)C=CC(=O)NCC=C1. The result is 0 (does not penetrate BBB). (3) The compound is CC(C)(Oc1ccc([C@@H]2CC2(Cl)Cl)cc1)C(=O)O. The result is 1 (penetrates BBB).